Dataset: Forward reaction prediction with 1.9M reactions from USPTO patents (1976-2016). Task: Predict the product of the given reaction. (1) Given the reactants [CH2:1]([C:8]#[N:9])[C:2]1[CH:7]=[CH:6][CH:5]=[CH:4][CH:3]=1.[Li+].C[Si]([N-][Si](C)(C)C)(C)C.[CH2:20](Br)[CH:21]=[CH2:22], predict the reaction product. The product is: [C:8]([CH:1]([C:2]1[CH:7]=[CH:6][CH:5]=[CH:4][CH:3]=1)[CH2:22][CH:21]=[CH2:20])#[N:9]. (2) Given the reactants Cl[C:2]1[CH:7]=[C:6]([C:8]2[CH:13]=[CH:12][CH:11]=[C:10]([CH3:14])[C:9]=2[CH3:15])[N:5]=[C:4]([NH2:16])[N:3]=1.[NH2:17][CH2:18][CH2:19][C:20]1[CH:27]=[CH:26][C:23]([C:24]#[N:25])=[CH:22][CH:21]=1.C(N(CC)C(C)C)(C)C.CO, predict the reaction product. The product is: [NH2:16][C:4]1[N:3]=[C:2]([NH:17][CH2:18][CH2:19][C:20]2[CH:27]=[CH:26][C:23]([C:24]#[N:25])=[CH:22][CH:21]=2)[CH:7]=[C:6]([C:8]2[CH:13]=[CH:12][CH:11]=[C:10]([CH3:14])[C:9]=2[CH3:15])[N:5]=1. (3) Given the reactants Cl[CH2:2][C:3]1[CH:8]=[C:7]([C:9]([NH:11][C:12]2[S:13][C:14]([C:22]([CH:24]3[CH2:29][CH2:28][O:27][CH2:26][CH2:25]3)=[O:23])=[C:15]([C:17]3[O:18][CH:19]=[CH:20][CH:21]=3)[N:16]=2)=[O:10])[CH:6]=[CH:5][N:4]=1.[NH:30]1[CH2:35][CH2:34][O:33][CH2:32][CH2:31]1.O.C(=O)([O-])O.[Na+], predict the reaction product. The product is: [O:18]1[CH:19]=[CH:20][CH:21]=[C:17]1[C:15]1[N:16]=[C:12]([NH:11][C:9]([C:7]2[CH:6]=[CH:5][N:4]=[C:3]([CH2:2][N:30]3[CH2:35][CH2:34][O:33][CH2:32][CH2:31]3)[CH:8]=2)=[O:10])[S:13][C:14]=1[C:22]([CH:24]1[CH2:29][CH2:28][O:27][CH2:26][CH2:25]1)=[O:23]. (4) Given the reactants [CH3:1][N:2]1[C@@H:19]2[CH2:20][C:7]3=[CH:8][CH:9]=[C:10]([OH:21])[C:11]4[O:12][C@H:13]5[C:14]([CH2:16][CH2:17][C@@H:18]2[C@:5]5([C:6]=43)[CH2:4][CH2:3]1)=[O:15].Cl, predict the reaction product. The product is: [CH3:1][N:2]1[C@@H:19]2[CH2:20][C:7]3=[CH:8][CH:9]=[C:10]([OH:21])[C:11]4[O:12][C@H:13]5[C:14]([CH2:16][CH2:17][C@@H:18]2[C@:5]5([C:6]=43)[CH2:4][CH2:3]1)=[O:15]. (5) Given the reactants [CH:1]1([C:4]2[CH:9]=[C:8]([C:10]3[C:18]4[C:13](=[CH:14][CH:15]=[C:16]([NH:19][C:20]([C:22]5([CH2:48][O:49][CH3:50])[CH2:26][CH2:25][N:24]([C:27](=[O:47])[CH2:28][N:29]6[CH2:34][CH:33]=[C:32]([C:35]7[CH:40]=[CH:39][C:38]([C:41]8[N:46]=[CH:45][CH:44]=[CH:43][N:42]=8)=[CH:37][CH:36]=7)[CH2:31][CH2:30]6)[CH2:23]5)=[O:21])[CH:17]=4)[N:12](C(C4C=CC=CC=4)(C4C=CC=CC=4)C4C=CC=CC=4)[N:11]=3)[CH:7]=[CH:6][N:5]=2)[CH2:3][CH2:2]1.ClCCl.O, predict the reaction product. The product is: [CH:1]1([C:4]2[CH:9]=[C:8]([C:10]3[C:18]4[C:13](=[CH:14][CH:15]=[C:16]([NH:19][C:20]([C:22]5([CH2:48][O:49][CH3:50])[CH2:26][CH2:25][N:24]([C:27](=[O:47])[CH2:28][N:29]6[CH2:30][CH:31]=[C:32]([C:35]7[CH:36]=[CH:37][C:38]([C:41]8[N:42]=[CH:43][CH:44]=[CH:45][N:46]=8)=[CH:39][CH:40]=7)[CH2:33][CH2:34]6)[CH2:23]5)=[O:21])[CH:17]=4)[NH:12][N:11]=3)[CH:7]=[CH:6][N:5]=2)[CH2:3][CH2:2]1. (6) Given the reactants C[O:2][CH:3](OC)[C:4]1[CH:5]=[C:6]([C:10]2[CH:11]=[C:12]3[C:16](=[CH:17][CH:18]=2)[C:15](=[O:19])[O:14][CH2:13]3)[CH:7]=[CH:8][CH:9]=1.C1(C)C(S(O)(=O)=O)=CC=CC=1, predict the reaction product. The product is: [O:19]=[C:15]1[C:16]2[C:12](=[CH:11][C:10]([C:6]3[CH:5]=[C:4]([CH:9]=[CH:8][CH:7]=3)[CH:3]=[O:2])=[CH:18][CH:17]=2)[CH2:13][O:14]1. (7) Given the reactants [CH3:1][C:2]1[NH:3][C:4](=[O:26])[C:5]([CH2:11][C:12]2[CH:17]=[CH:16][C:15]([C:18]3[C:19]([C:24]#[N:25])=[CH:20][CH:21]=[CH:22][CH:23]=3)=[CH:14][CH:13]=2)=[C:6]([CH2:8][CH2:9][CH3:10])[N:7]=1.[F:27][C:28]1[CH:29]=[C:30](B(O)O)[CH:31]=[CH:32][C:33]=1[O:34][CH3:35].C(N(CC)CC)C.N1C=CC=CC=1, predict the reaction product. The product is: [F:27][C:28]1[CH:29]=[C:30]([N:3]2[C:4](=[O:26])[C:5]([CH2:11][C:12]3[CH:17]=[CH:16][C:15]([C:18]4[C:19]([C:24]#[N:25])=[CH:20][CH:21]=[CH:22][CH:23]=4)=[CH:14][CH:13]=3)=[C:6]([CH2:8][CH2:9][CH3:10])[N:7]=[C:2]2[CH3:1])[CH:31]=[CH:32][C:33]=1[O:34][CH3:35]. (8) Given the reactants [CH3:1][N:2]1[C:6]([CH2:7][O:8][C:9]2[CH:14]=[CH:13][CH:12]=[C:11]([C@H:15]([C:28]3[CH:33]=[CH:32][CH:31]=[CH:30][CH:29]=3)[NH:16][C:17]([O:19][C@@H:20]3[CH:25]4[CH2:26][CH2:27][N:22]([CH2:23][CH2:24]4)[CH2:21]3)=[O:18])[CH:10]=2)=[CH:5][C:4]([C:34](O)=[O:35])=[N:3]1.C(N(CC)CC)C.[CH2:44]([O:46][CH:47]([O:52][CH2:53][CH3:54])[CH2:48][CH2:49][CH2:50][NH2:51])[CH3:45].CCN=C=NCCCN(C)C.OC1C=CC=C[N+]=1[O-], predict the reaction product. The product is: [N:22]12[CH2:27][CH2:26][CH:25]([CH2:24][CH2:23]1)[C@@H:20]([O:19][C:17](=[O:18])[NH:16][C@H:15]([C:11]1[CH:12]=[CH:13][CH:14]=[C:9]([O:8][CH2:7][C:6]3[N:2]([CH3:1])[N:3]=[C:4]([C:34](=[O:35])[NH:51][CH2:50][CH2:49][CH2:48][CH:47]([O:46][CH2:44][CH3:45])[O:52][CH2:53][CH3:54])[CH:5]=3)[CH:10]=1)[C:28]1[CH:29]=[CH:30][CH:31]=[CH:32][CH:33]=1)[CH2:21]2. (9) Given the reactants [H-].[Na+].[Br:3][C:4]1[CH:5]=[CH:6][C:7](=[O:10])[NH:8][CH:9]=1.[CH2:11](Br)[C:12]1[CH:17]=[CH:16][CH:15]=[CH:14][CH:13]=1.O, predict the reaction product. The product is: [CH2:11]([N:8]1[CH:9]=[C:4]([Br:3])[CH:5]=[CH:6][C:7]1=[O:10])[C:12]1[CH:17]=[CH:16][CH:15]=[CH:14][CH:13]=1.